From a dataset of Forward reaction prediction with 1.9M reactions from USPTO patents (1976-2016). Predict the product of the given reaction. The product is: [CH2:8]([O:15][C:16]([NH:1][CH2:2][C:3]([CH3:7])([CH3:6])[CH2:4][OH:5])=[O:17])[C:9]1[CH:14]=[CH:13][CH:12]=[CH:11][CH:10]=1. Given the reactants [NH2:1][CH2:2][C:3]([CH3:7])([CH3:6])[CH2:4][OH:5].[CH2:8]([O:15][C:16](ON1C(=O)CCC1=O)=[O:17])[C:9]1[CH:14]=[CH:13][CH:12]=[CH:11][CH:10]=1.O, predict the reaction product.